Dataset: Experimentally validated miRNA-target interactions with 360,000+ pairs, plus equal number of negative samples. Task: Binary Classification. Given a miRNA mature sequence and a target amino acid sequence, predict their likelihood of interaction. (1) The miRNA is dre-let-7a with sequence UGAGGUAGUAGGUUGUAUAGUU. The protein sequence of the target gene is MADKQISLPAKLINGGIAGLIGVTCVFPIDLAKTRLQNQQNGQRMYASMSDCLIKTIRSEGYFGMYRGAAVNLTLVTPEKAIKLAANDFFRHQLSKDGQKLTLPKEMLAGCGAGTCQVIVTTPMEMLKIQLQDAGRIAAQRKILAAQAQLSAQGGAQPSVEAPAPPRPTATQLTRDLLRNHGIAGLYKGLGATLLRDVPFSIVYFPLFANLNQLGRPSSEEKSPFYVSFLAGCVAGSAAAVAVNPCDVVKTRLQSLERGVNEDTYSGFLDCARKIWRHEGPSAFLKGAYCRALVIAPLFG.... Result: 0 (no interaction). (2) The miRNA is rno-miR-298-5p with sequence GGCAGAGGAGGGCUGUUCUUCCC. The protein sequence of the target gene is MLAPIPEPKPGDLIEIFRPMYRHWAIYVGDGYVIHLAPPSEIAGAGAASIMSALTDKAIVKKELLCHVAGKDKYQVNNKHDEEYTPLPLSKIIQRAERLVGQEVLYRLTSENCEHFVNELRYGVPRSDQVRDAVKAVGIAGVGLAALGLVGVMLSRNKKQKQ. Result: 0 (no interaction). (3) The miRNA is hsa-miR-3692-3p with sequence GUUCCACACUGACACUGCAGAAGU. The protein sequence of the target gene is MEFVMKQALGGATKDMGKMLGGDEEKDPDAAKKEEERQEALRQAEEERKAKYAKMEAEREVMRQGIRDKYGIKKKEEREAEAQAAMEANSEGSLTRPKKAIPPGCGDEPEEEDESILDTVIKYLPGPLQDMFKK. Result: 0 (no interaction). (4) The miRNA is hsa-miR-4511 with sequence GAAGAACUGUUGCAUUUGCCCU. The protein sequence of the target gene is MMSQSSGSGDGNDDEATTSKDGGFSSPSPSAAAAAQEVRSATDGNTSTTPPTSAKKRKLNSSSSSSSNSSNEREDFDSTSSSSSTPPLQPRDSASPSTSSFCLGVSVAASSHVPIQKKLRFEDTLEFVGFDAKMAEESSSSSSSSSPTAATSQQQQLKNKSILISSVASVHHANGLAKSSTTVSSFANSKPGSAKKLVIKNFKDKPKLPENYTDETWQKLKEAVEAIQNSTSIKYNLEELYQAVENLCSYKISANLYKQLRQICEDHIKAQIHQFREDSLDSVLFLKKIDRCWQNHCRQM.... Result: 1 (interaction). (5) The miRNA is hsa-miR-1255a with sequence AGGAUGAGCAAAGAAAGUAGAUU. The protein sequence of the target gene is MQSGTHWRVLGLCLLSVGVWGQDGNEEMGGITQTPYKVSISGTTVILTCPQYPGSEILWQHNDKNIGGDEDDKNIGSDEDHLSLKEFSELEQSGYYVCYPRGSKPEDANFYLYLRARVCENCMEMDVMSVATIVIVDICITGGLLLLVYYWSKNRKAKAKPVTRGAGAGGRQRGQNKERPPPVPNPDYEPIRKGQRDLYSGLNQRRI. Result: 0 (no interaction).